The task is: Binary Classification. Given a miRNA mature sequence and a target amino acid sequence, predict their likelihood of interaction.. This data is from Experimentally validated miRNA-target interactions with 360,000+ pairs, plus equal number of negative samples. The protein sequence of the target gene is MGRKKIQIQRITDERNRQVTFTKRKFGLMKKAYELSVLCDCEIALIIFNHSNKLFQYASTDMDKVLLKYTEYNEPHESRTNADIIETLRKKGFNGCDSPEPDGEDSLEQSPLLEDKYRRASEELDGLFRRYGSTVPAPNFAMPVTVPVSNQSSLQFSNPSGSLVTPSLVTSSLTDPRLLSPQQPALQRNSVSPGLPQRPASAGAMLGGDLNSANGACPSPVGNGYVSARASPGLLPVANGNSLNKVIPAKSPPPPTHSTQLGAPSRKPDLRVITSQAGKGLMHHLTEDHLDLNNAQRLGV.... The miRNA is hsa-miR-5572 with sequence GUUGGGGUGCAGGGGUCUGCU. Result: 1 (interaction).